Dataset: Full USPTO retrosynthesis dataset with 1.9M reactions from patents (1976-2016). Task: Predict the reactants needed to synthesize the given product. (1) Given the product [C:1]([O:7][CH2:8][C@@H:9]([O:10][C:11]([CH3:14])([CH3:13])[CH3:12])[C:15]1[C:16]([C:32]2[CH:33]=[CH:34][C:29]([Cl:28])=[CH:30][CH:31]=2)=[C:17]2[C:22](=[CH:23][C:24]=1[CH3:25])[NH:21][C:20](=[O:26])[CH:19]=[CH:18]2)(=[O:6])[C:2]([CH3:5])([CH3:4])[CH3:3], predict the reactants needed to synthesize it. The reactants are: [C:1]([O:7][CH2:8][C@H:9]([C:15]1[C:16](Br)=[C:17]2[C:22](=[CH:23][C:24]=1[CH3:25])[NH:21][C:20](=[O:26])[CH:19]=[CH:18]2)[O:10][C:11]([CH3:14])([CH3:13])[CH3:12])(=[O:6])[C:2]([CH3:5])([CH3:4])[CH3:3].[Cl:28][C:29]1[CH:34]=[CH:33][C:32](B(O)O)=[CH:31][CH:30]=1.C([O-])([O-])=O.[K+].[K+]. (2) Given the product [ClH:14].[C:1]([C:5]1[N:9]=[C:8]([CH2:10][Cl:14])[S:7][N:6]=1)([CH3:4])([CH3:3])[CH3:2], predict the reactants needed to synthesize it. The reactants are: [C:1]([C:5]1[N:9]=[C:8]([CH2:10]O)[S:7][N:6]=1)([CH3:4])([CH3:3])[CH3:2].S(Cl)([Cl:14])=O. (3) The reactants are: CB1N2CCC[C@@H]2C(C2C=CC=CC=2)(C2C=CC=CC=2)O1.C(N(CC)C1C=CC=CC=1)C.B.[Cl:34][C:35]1[CH:36]=[C:37]([C:42](=[O:45])[CH2:43][CH3:44])[CH:38]=[CH:39][C:40]=1[Cl:41].Cl. Given the product [Cl:34][C:35]1[CH:36]=[C:37]([C@@H:42]([OH:45])[CH2:43][CH3:44])[CH:38]=[CH:39][C:40]=1[Cl:41], predict the reactants needed to synthesize it. (4) Given the product [O:34]=[C:12]1[N:11]2[CH:14]([S:15][CH:9]=[C:10]2[C:35]([OH:37])=[O:36])[CH2:13]1, predict the reactants needed to synthesize it. The reactants are: [N+](C1C=CC(C[C:9]2[S:15][CH:14]3[N:11]([C:12](=[O:34])[C:13]3(C(OC(=O)C)C3C=CC4N5C=CN=C5SC=4C=3)Br)[C:10]=2[C:35]([O-:37])=[O:36])=CC=1)([O-])=O.C(#N)C.P([O-])([O-])([O-])=O.